From a dataset of Full USPTO retrosynthesis dataset with 1.9M reactions from patents (1976-2016). Predict the reactants needed to synthesize the given product. (1) Given the product [C:1]([NH:4][C@@H:5]1[C@@H:10]([NH:11][C:12]([O:14][C:15]([CH3:17])([CH3:18])[CH3:16])=[O:13])[CH2:9][C:8]([C:19]([OH:21])=[O:20])=[CH:7][C@H:6]1[O:24][CH:25]([CH2:28][CH3:29])[CH2:26][CH3:27])(=[O:3])[CH3:2], predict the reactants needed to synthesize it. The reactants are: [C:1]([NH:4][C@@H:5]1[C@@H:10]([NH:11][C:12]([O:14][C:15]([CH3:18])([CH3:17])[CH3:16])=[O:13])[CH2:9][C:8]([C:19]([O:21]CC)=[O:20])=[CH:7][C@H:6]1[O:24][CH:25]([CH2:28][CH3:29])[CH2:26][CH3:27])(=[O:3])[CH3:2].[OH-].[Na+]. (2) Given the product [Cl:12][C:9]1[CH:10]=[CH:11][C:2]([C:49](=[CH2:50])[C:48]([OH:52])=[O:51])=[C:3]([C:4]([O:6][CH3:7])=[O:5])[CH:8]=1, predict the reactants needed to synthesize it. The reactants are: Br[C:2]1[CH:11]=[CH:10][C:9]([Cl:12])=[CH:8][C:3]=1[C:4]([O:6][CH3:7])=[O:5].C1(C)C=CC=CC=1P(C1C=CC=CC=1C)C1C=CC=CC=1C.C(N(CCCC)CCCC)CCC.[C:48]([OH:52])(=[O:51])[CH:49]=[CH2:50]. (3) Given the product [CH2:21]([N:11]1[C:12]2[C:7](=[C:6]([OH:35])[C:5]([C:3]([NH:36][CH2:37][CH2:38][C:39]([OH:41])=[O:40])=[O:4])=[N:14][C:13]=2[C:15]2[CH:16]=[N:17][CH:18]=[CH:19][CH:20]=2)[CH:8]=[C:9]([C:29]2[CH:30]=[N:31][CH:32]=[CH:33][CH:34]=2)[C:10]1=[O:28])[C:22]1[CH:27]=[CH:26][CH:25]=[CH:24][CH:23]=1, predict the reactants needed to synthesize it. The reactants are: CO[C:3]([C:5]1[C:6]([OH:35])=[C:7]2[C:12](=[C:13]([C:15]3[CH:16]=[N:17][CH:18]=[CH:19][CH:20]=3)[N:14]=1)[N:11]([CH2:21][C:22]1[CH:27]=[CH:26][CH:25]=[CH:24][CH:23]=1)[C:10](=[O:28])[C:9]([C:29]1[CH:30]=[N:31][CH:32]=[CH:33][CH:34]=1)=[CH:8]2)=[O:4].[NH2:36][CH2:37][CH2:38][C:39]([OH:41])=[O:40].C[O-].[Na+].